This data is from Peptide-MHC class I binding affinity with 185,985 pairs from IEDB/IMGT. The task is: Regression. Given a peptide amino acid sequence and an MHC pseudo amino acid sequence, predict their binding affinity value. This is MHC class I binding data. (1) The peptide sequence is LTPKWNNETWQ. The MHC is Mamu-A01 with pseudo-sequence Mamu-A01. The binding affinity (normalized) is 0.433. (2) The peptide sequence is SVTKSSSWK. The MHC is HLA-A11:01 with pseudo-sequence HLA-A11:01. The binding affinity (normalized) is 0.915. (3) The peptide sequence is KVLRPTPRG. The MHC is HLA-A30:01 with pseudo-sequence HLA-A30:01. The binding affinity (normalized) is 0.473. (4) The peptide sequence is DIMTSTRTI. The MHC is HLA-A02:01 with pseudo-sequence HLA-A02:01. The binding affinity (normalized) is 0.247. (5) The peptide sequence is RPGPVKFSL. The MHC is HLA-A02:12 with pseudo-sequence HLA-A02:12. The binding affinity (normalized) is 0.0847. (6) The peptide sequence is IIVDSQYVM. The MHC is Mamu-A2601 with pseudo-sequence Mamu-A2601. The binding affinity (normalized) is 0.998. (7) The peptide sequence is SPETQQMII. The MHC is HLA-B51:01 with pseudo-sequence HLA-B51:01. The binding affinity (normalized) is 0.570.